This data is from Full USPTO retrosynthesis dataset with 1.9M reactions from patents (1976-2016). The task is: Predict the reactants needed to synthesize the given product. Given the product [C:22]([C:15]1[CH:16]=[C:17]([C:18]([CH3:21])([CH3:19])[CH3:20])[C:5]2[O:4][C:3](=[O:29])[CH:7]([C:8]3[CH:13]=[CH:12][CH:11]=[CH:10][CH:9]=3)[C:6]=2[CH:14]=1)([CH3:23])([CH3:24])[CH3:25], predict the reactants needed to synthesize it. The reactants are: Cl.N[C:3]1[O:4][C:5]2[C:17]([C:18]([CH3:21])([CH3:20])[CH3:19])=[CH:16][C:15]([C:22]([CH3:25])([CH3:24])[CH3:23])=[CH:14][C:6]=2[C:7]=1[C:8]1[CH:13]=[CH:12][CH:11]=[CH:10][CH:9]=1.C([OH:29])(C)C.